The task is: Predict the reactants needed to synthesize the given product.. This data is from Retrosynthesis with 50K atom-mapped reactions and 10 reaction types from USPTO. (1) Given the product CS(=O)(=O)Nc1ccc(CN)cc1F, predict the reactants needed to synthesize it. The reactants are: CS(=O)(=O)Nc1ccc(C#N)cc1F. (2) Given the product CC(=O)O[C@@H]1C(=O)N[C@@H]1C(C)C, predict the reactants needed to synthesize it. The reactants are: COc1ccc(CN2C(=O)[C@@H](OC(C)=O)[C@H]2C(C)C)cc1. (3) Given the product CN1CCC2(CCN(c3cc(C#N)cc(Nc4nc(NC5CC5)c5ncc(C#N)n5n4)c3Cl)CC2)C1=O, predict the reactants needed to synthesize it. The reactants are: COc1ccc(CN(c2nc(Nc3cc(C#N)cc(N4CCC5(CCN(C)C5=O)CC4)c3Cl)nn3c(C#N)cnc23)C2CC2)cc1. (4) Given the product CCOC(=O)c1nn(Cc2ccc(OC(F)F)cc2)c2ccc(F)cc12, predict the reactants needed to synthesize it. The reactants are: CCOC(=O)c1n[nH]c2ccc(F)cc12.FC(F)Oc1ccc(CCl)cc1. (5) Given the product CCCCCCCCC1(CO)CCCCC1O, predict the reactants needed to synthesize it. The reactants are: CCCCCCCCC1(CO)CCCCC1=O. (6) Given the product Cc1nnc2c(C(C)Oc3ccc(Cl)cc3)ccnn12, predict the reactants needed to synthesize it. The reactants are: Cc1nnc2c(C(C)Br)ccnn12.Oc1ccc(Cl)cc1. (7) Given the product COC(=O)c1ccc(F)cc1OCc1ccc(OC)cc1, predict the reactants needed to synthesize it. The reactants are: COC(=O)c1ccc(F)cc1O.COc1ccc(CBr)cc1. (8) Given the product O=[N+]([O-])c1ccc2ccn(CCCN3CCOCC3)c2c1, predict the reactants needed to synthesize it. The reactants are: C1COCCN1.O=[N+]([O-])c1ccc2ccn(CCCCl)c2c1. (9) Given the product CCC(C)(C)NCC(O)c1cc(F)c(N)c(C#N)c1, predict the reactants needed to synthesize it. The reactants are: CCC(C)(C)NCC(=O)c1cc(F)c(N)c(C#N)c1. (10) Given the product O=C(Nc1cn2cc(Oc3ccc([N+](=O)[O-])cn3)ccc2n1)C1CC1, predict the reactants needed to synthesize it. The reactants are: O=C(Nc1cn2cc(O)ccc2n1)C1CC1.O=[N+]([O-])c1ccc(Cl)nc1.